Regression. Given two drug SMILES strings and cell line genomic features, predict the synergy score measuring deviation from expected non-interaction effect. From a dataset of NCI-60 drug combinations with 297,098 pairs across 59 cell lines. (1) Drug 1: CCCCC(=O)OCC(=O)C1(CC(C2=C(C1)C(=C3C(=C2O)C(=O)C4=C(C3=O)C=CC=C4OC)O)OC5CC(C(C(O5)C)O)NC(=O)C(F)(F)F)O. Drug 2: CC1=C(C(=O)C2=C(C1=O)N3CC4C(C3(C2COC(=O)N)OC)N4)N. Cell line: NCI-H460. Synergy scores: CSS=58.9, Synergy_ZIP=-3.90, Synergy_Bliss=-8.04, Synergy_Loewe=-7.22, Synergy_HSA=-6.55. (2) Drug 1: C1=CC(=CC=C1CCC2=CNC3=C2C(=O)NC(=N3)N)C(=O)NC(CCC(=O)O)C(=O)O. Drug 2: CC(C)NC(=O)C1=CC=C(C=C1)CNNC.Cl. Cell line: OVCAR-5. Synergy scores: CSS=-0.673, Synergy_ZIP=-0.202, Synergy_Bliss=-8.18, Synergy_Loewe=-30.8, Synergy_HSA=-8.35. (3) Drug 1: CCCS(=O)(=O)NC1=C(C(=C(C=C1)F)C(=O)C2=CNC3=C2C=C(C=N3)C4=CC=C(C=C4)Cl)F. Drug 2: C1=CC(=CC=C1CC(C(=O)O)N)N(CCCl)CCCl.Cl. Cell line: NCI/ADR-RES. Synergy scores: CSS=15.7, Synergy_ZIP=-1.69, Synergy_Bliss=3.79, Synergy_Loewe=-2.38, Synergy_HSA=1.37. (4) Drug 1: CC1=CC2C(CCC3(C2CCC3(C(=O)C)OC(=O)C)C)C4(C1=CC(=O)CC4)C. Drug 2: CCC1(C2=C(COC1=O)C(=O)N3CC4=CC5=C(C=CC(=C5CN(C)C)O)N=C4C3=C2)O.Cl. Cell line: SN12C. Synergy scores: CSS=29.2, Synergy_ZIP=-6.60, Synergy_Bliss=-1.91, Synergy_Loewe=-81.4, Synergy_HSA=-0.0440. (5) Drug 1: C1C(C(OC1N2C=NC3=C(N=C(N=C32)Cl)N)CO)O. Drug 2: CC1=C2C(C(=O)C3(C(CC4C(C3C(C(C2(C)C)(CC1OC(=O)C(C(C5=CC=CC=C5)NC(=O)OC(C)(C)C)O)O)OC(=O)C6=CC=CC=C6)(CO4)OC(=O)C)O)C)O. Cell line: U251. Synergy scores: CSS=4.44, Synergy_ZIP=-3.90, Synergy_Bliss=2.80, Synergy_Loewe=-2.52, Synergy_HSA=-0.924. (6) Drug 1: CNC(=O)C1=CC=CC=C1SC2=CC3=C(C=C2)C(=NN3)C=CC4=CC=CC=N4. Drug 2: C1=NNC2=C1C(=O)NC=N2. Cell line: COLO 205. Synergy scores: CSS=1.86, Synergy_ZIP=5.15, Synergy_Bliss=4.97, Synergy_Loewe=-2.77, Synergy_HSA=-1.13.